From a dataset of Catalyst prediction with 721,799 reactions and 888 catalyst types from USPTO. Predict which catalyst facilitates the given reaction. (1) Reactant: C(OC([N:8]1[CH2:13][CH2:12][C:11]2[N:14]([CH3:32])[C:15]([C:17]3[CH:22]=[CH:21][N:20]=[C:19](/[CH:23]=[CH:24]/[C:25]4[CH:30]=[CH:29][CH:28]=[C:27]([Cl:31])[CH:26]=4)[N:18]=3)=[CH:16][C:10]=2[C:9]1=[O:33])=O)(C)(C)C. Product: [Cl:31][C:27]1[CH:26]=[C:25](/[CH:24]=[CH:23]/[C:19]2[N:18]=[C:17]([C:15]3[N:14]([CH3:32])[C:11]4[CH2:12][CH2:13][NH:8][C:9](=[O:33])[C:10]=4[CH:16]=3)[CH:22]=[CH:21][N:20]=2)[CH:30]=[CH:29][CH:28]=1. The catalyst class is: 89. (2) Reactant: [CH3:1][O:2][CH2:3][CH:4]1[O:9][CH2:8][CH:7]([OH:10])[CH2:6][CH2:5]1.C(Cl)Cl.CC(OI1(OC(C)=O)(OC(C)=O)OC(=O)C2C=CC=CC1=2)=O. Product: [CH3:1][O:2][CH2:3][CH:4]1[O:9][CH2:8][C:7](=[O:10])[CH2:6][CH2:5]1. The catalyst class is: 41.